From a dataset of Full USPTO retrosynthesis dataset with 1.9M reactions from patents (1976-2016). Predict the reactants needed to synthesize the given product. (1) Given the product [F:24][CH:25]([F:42])[O:26][C:27]1[CH:32]=[C:31]([C:2]2[CH:11]=[CH:10][C:9]3[N:8]=[CH:7][C:6]4[N:12]([CH3:23])[C:13](=[O:22])[N:14]([C:15]5[C:16]([CH3:21])=[N:17][N:18]([CH3:20])[CH:19]=5)[C:5]=4[C:4]=3[CH:3]=2)[CH:30]=[N:29][CH:28]=1, predict the reactants needed to synthesize it. The reactants are: Br[C:2]1[CH:11]=[CH:10][C:9]2[N:8]=[CH:7][C:6]3[N:12]([CH3:23])[C:13](=[O:22])[N:14]([C:15]4[C:16]([CH3:21])=[N:17][N:18]([CH3:20])[CH:19]=4)[C:5]=3[C:4]=2[CH:3]=1.[F:24][CH:25]([F:42])[O:26][C:27]1[CH:28]=[N:29][CH:30]=[C:31](B2OC(C)(C)C(C)(C)O2)[CH:32]=1. (2) Given the product [CH3:1][C:2]1[C:11]2[C:6](=[CH:7][CH:8]=[CH:9][CH:10]=2)[C:5]([C:12]([O:14][CH3:19])=[O:13])=[CH:4][CH:3]=1, predict the reactants needed to synthesize it. The reactants are: [CH3:1][C:2]1[C:11]2[C:6](=[CH:7][CH:8]=[CH:9][CH:10]=2)[C:5]([C:12]([OH:14])=[O:13])=[CH:4][CH:3]=1.S(Cl)(Cl)=O.[CH3:19]O.